This data is from Experimentally validated miRNA-target interactions with 360,000+ pairs, plus equal number of negative samples. The task is: Binary Classification. Given a miRNA mature sequence and a target amino acid sequence, predict their likelihood of interaction. (1) The miRNA is hsa-miR-520d-3p with sequence AAAGUGCUUCUCUUUGGUGGGU. The protein sequence of the target gene is MLLTVYCVRRDLSEVTFSLQVDADFELHNFRALCELESGIPAAESQIVYAERPLTDNHRSLASYGLKDGDVVILRQKENADPRPPVQFPNLPRIDFSSIAVPGTSSPRQRQPPGTQQSHSSPGEITSSPQGLDNPALLRDMLLANPHELSLLKERNPPLAEALLSGDLEKFSRVLVEQQQDRARREQERIRLFSADPFDLEAQAKIEEDIRQQNIEENMTIAMEEAPESFGQVVMLYINCKVNGHPVKAFVDSGAQMTIMSQACAERCNIMRLVDRRWAGIAKGVGTQKIIGRVHLAQVQ.... Result: 1 (interaction). (2) The miRNA is ath-miR167b with sequence UGAAGCUGCCAGCAUGAUCUA. The protein sequence of the target gene is MAVPTELDGGSVKETAAEEESRVLAPGAAPFGNFPHYSRFHPPEQRLRLLPPELLRQLFPESPENGPILGLDVGCNSGDLSVALYKHFLSLPDGETCSDASREFRLLCCDIDPVLVKRAEKECPFPDALTFITLDFMNQRTRKVLLSSFLSQFGRSVFDIGFCMSITMWIHLNHGDHGLWEFLAHLSSLCHYLLVEPQPWKCYRAAARRLRKLGLHDFDHFHSLAIRGDMPNQIVQILTQDHGMELICCFGNTSWDRSLLLFRAKQTIETHPIPESLIEKGKEKNRLSFQKQ. Result: 0 (no interaction). (3) The miRNA is cel-miR-4933 with sequence UGGCAGUGACCUAUUCUGGCCA. The protein sequence of the target gene is MTGIAAASFFSNTCRFGGCGLHFPTLADLIEHIEDNHIDTDPRVLEKQELQQPTYVALSYINRFMTDAARREQESLKKKIQPKLSLTLSSSVSRGNVSTPPRHSSGSLTPPVTPPITPSSSFRSSTPTGSEYDEEEVDYEESDSDESWTTESAISSEAILSSMCMNGGEEKPFACPVPGCKKRYKNVNGIKYHAKNGHRTQIRVRKPFKCRCGKSYKTAQGLRHHTINFHPPVSAEMIRKMQQ. Result: 0 (no interaction). (4) The miRNA is hsa-miR-5006-3p with sequence UUUCCCUUUCCAUCCUGGCAG. The protein sequence of the target gene is MSSVSEVNVDIKDFLMSINLEQYLLHFHESGFTTVKDCAAINDSLLQKIGISPTGHRRRILKQLQIILSKMQDIPIYANVHKTKKNDDPSKDYHVPSSDQNICIELSNSGSVQTSSPPQLETVRKNLEDSDASVERSQYPQSDDKLSPPKRDFPTAEEPHLNLGSLNDSLFGSDNIKIESLITKKTVDHTVEEQQTEKVKLITENLSKLPNADSECLSFVGCSTSGTNSGNGTNGLLEGSPPSPFFKFQGEMIVNDLYVPSSPILAPVRSRSKLVSRPSRSFLLRHRPVPEIPGSTKGVS.... Result: 1 (interaction).